From a dataset of Aqueous solubility values for 9,982 compounds from the AqSolDB database. Regression/Classification. Given a drug SMILES string, predict its absorption, distribution, metabolism, or excretion properties. Task type varies by dataset: regression for continuous measurements (e.g., permeability, clearance, half-life) or binary classification for categorical outcomes (e.g., BBB penetration, CYP inhibition). For this dataset (solubility_aqsoldb), we predict Y. (1) The drug is NC(CCC(=O)O)C(=O)O. The Y is -0.992 log mol/L. (2) The molecule is Cc1nn(-c2ccccc2)c(C)c1N=O. The Y is -3.74 log mol/L. (3) The drug is CC(=O)NC(Cc1ccccc1)C(=O)O. The Y is -1.41 log mol/L. (4) The molecule is COc1cc2ncnc(N3CCN(C(=O)Nc4ccsc4)CC3)c2cc1OC. The Y is -5.30 log mol/L. (5) The molecule is FC(F)F. The Y is -1.23 log mol/L.